Dataset: hERG potassium channel inhibition data for cardiac toxicity prediction from Karim et al.. Task: Regression/Classification. Given a drug SMILES string, predict its toxicity properties. Task type varies by dataset: regression for continuous values (e.g., LD50, hERG inhibition percentage) or binary classification for toxic/non-toxic outcomes (e.g., AMES mutagenicity, cardiotoxicity, hepatotoxicity). Dataset: herg_karim. (1) The compound is Cc1cc(C(=O)O)n[nH]1. The result is 0 (non-blocker). (2) The molecule is CC1(C)COCc2sc(N3CCN(C(=O)[C@@H]4CCCC[C@H]4C(=O)NC4(C#N)CC4)CC3)nc21. The result is 0 (non-blocker). (3) The drug is CNCc1cc(F)ccc1Oc1ccc(Cl)cc1. The result is 1 (blocker). (4) The molecule is Cc1nc2c(C(F)(F)F)cccc2c(=O)n1-c1ccc(OCCCN2CCCC2)cc1. The result is 1 (blocker). (5) The molecule is NC(=O)c1ccc(-c2cccc3nc(-c4cncnc4)nc(NCc4ccccn4)c23)cc1. The result is 1 (blocker). (6) The result is 0 (non-blocker). The compound is O=C(Nc1cc(Cl)ccc1Cl)NS(=O)(=O)c1ccc(OCCN2CCCC2)cc1. (7) The compound is CSc1ccccc1C(=O)N(C1CCCC1)C1CCNC1. The result is 0 (non-blocker).